The task is: Predict the reactants needed to synthesize the given product.. This data is from Full USPTO retrosynthesis dataset with 1.9M reactions from patents (1976-2016). (1) Given the product [CH3:15][O:14][C:8]1[CH:9]=[C:10]([O:12][CH3:13])[CH:11]=[C:3]([O:2][CH3:1])[C:4]=1[C:5]([O:7][CH3:21])=[O:6], predict the reactants needed to synthesize it. The reactants are: [CH3:1][O:2][C:3]1[CH:11]=[C:10]([O:12][CH3:13])[CH:9]=[C:8]([O:14][CH3:15])[C:4]=1[C:5]([OH:7])=[O:6].S(=O)(=O)(O)O.[CH3:21]O. (2) Given the product [ClH:33].[ClH:33].[NH:8]1[CH2:12][CH2:11][C@@H:10]([NH:13][C:14]([C:16]2[CH:36]=[CH:35][C:19]3[N:20]([CH3:34])[C:21]([NH:23][C:24]4[S:25][C:26]5[CH:32]=[C:31]([Cl:33])[CH:30]=[CH:29][C:27]=5[N:28]=4)=[N:22][C:18]=3[CH:17]=2)=[O:15])[CH2:9]1, predict the reactants needed to synthesize it. The reactants are: C(OC([N:8]1[CH2:12][CH2:11][C@@H:10]([NH:13][C:14]([C:16]2[CH:36]=[CH:35][C:19]3[N:20]([CH3:34])[C:21]([NH:23][C:24]4[S:25][C:26]5[CH:32]=[C:31]([Cl:33])[CH:30]=[CH:29][C:27]=5[N:28]=4)=[N:22][C:18]=3[CH:17]=2)=[O:15])[CH2:9]1)=O)(C)(C)C. (3) Given the product [CH3:32][Si:29]([CH3:30])([CH3:31])[CH2:28][CH2:27][O:26][CH2:25][N:24]1[C:23]2[CH:33]=[CH:34][CH:35]=[CH:36][C:22]=2[N:21]=[C:20]1[C:18]1[O:19][C:15]2[CH:14]=[C:13]([C:47]3[CH:52]=[C:51]([OH:53])[CH:50]=[N:49][CH:48]=3)[CH:38]=[CH:37][C:16]=2[N:17]=1, predict the reactants needed to synthesize it. The reactants are: C([O-])(=O)C.[K+].B(O)(O)B(O)O.Br[C:13]1[CH:38]=[CH:37][C:16]2[N:17]=[C:18]([C:20]3[N:24]([CH2:25][O:26][CH2:27][CH2:28][Si:29]([CH3:32])([CH3:31])[CH3:30])[C:23]4[CH:33]=[CH:34][CH:35]=[CH:36][C:22]=4[N:21]=3)[O:19][C:15]=2[CH:14]=1.C(=O)([O-])[O-].[K+].[K+].O.Br[C:47]1[CH:48]=[N:49][CH:50]=[C:51]([O:53][Si](C(C)(C)C)(C)C)[CH:52]=1.